From a dataset of Reaction yield outcomes from USPTO patents with 853,638 reactions. Predict the reaction yield, written as a fraction of the theoretical maximum amount of product (1.0 means a 100% yield; for example, 0.34 means a 34% yield). (1) The reactants are Cl[C:2]1[C:7]([C:8]#[N:9])=[C:6]([C:10]2[CH:15]=[CH:14][C:13]([F:16])=[CH:12][C:11]=2[CH3:17])[CH:5]=[C:4]([N:18]2[CH2:23][CH2:22][S:21](=[O:25])(=[O:24])[CH2:20][CH2:19]2)[N:3]=1.C(N(CC)CC)C. The catalyst is [OH-].[OH-].[Pd+2].CN(C=O)C. The product is [C:8]([C:7]1[C:6]([C:10]2[CH:15]=[CH:14][C:13]([F:16])=[CH:12][C:11]=2[CH3:17])=[CH:5][C:4]([N:18]2[CH2:23][CH2:22][S:21](=[O:24])(=[O:25])[CH2:20][CH2:19]2)=[N:3][CH:2]=1)#[N:9]. The yield is 0.970. (2) The reactants are Br[C:2]1[CH:3]=[N:4][N:5]2[CH:10]=[CH:9][C:8]([N:11]3[C@@H:15]([C:16]4[CH:21]=[CH:20][CH:19]=[CH:18][C:17]=4[O:22][CH3:23])[CH2:14][O:13][C:12]3=[O:24])=[N:7][C:6]=12.[F:25][C:26]1[CH:31]=[C:30](B2OC(C)(C)C(C)(C)O2)[CH:29]=[CH:28][C:27]=1[C:41]1[N:45]=[CH:44][N:43]([CH2:46][O:47][CH2:48][CH2:49][Si:50]([CH3:53])([CH3:52])[CH3:51])[N:42]=1.C([O-])([O-])=O.[Na+].[Na+].C1(P(C2CCCCC2)C2C=CC=CC=2C2C(C(C)C)=CC(C(C)C)=CC=2C(C)C)CCCCC1. The product is [F:25][C:26]1[CH:31]=[C:30]([C:2]2[CH:3]=[N:4][N:5]3[CH:10]=[CH:9][C:8]([N:11]4[C@@H:15]([C:16]5[CH:21]=[CH:20][CH:19]=[CH:18][C:17]=5[O:22][CH3:23])[CH2:14][O:13][C:12]4=[O:24])=[N:7][C:6]=23)[CH:29]=[CH:28][C:27]=1[C:41]1[N:45]=[CH:44][N:43]([CH2:46][O:47][CH2:48][CH2:49][Si:50]([CH3:53])([CH3:52])[CH3:51])[N:42]=1. The catalyst is O.C1C=CC(/C=C/C(/C=C/C2C=CC=CC=2)=O)=CC=1.C1C=CC(/C=C/C(/C=C/C2C=CC=CC=2)=O)=CC=1.C1C=CC(/C=C/C(/C=C/C2C=CC=CC=2)=O)=CC=1.[Pd].[Pd].O1CCOCC1. The yield is 0.530. (3) The reactants are O[CH2:2][C:3]1[CH:4]=[C:5]2[C:10](=[CH:11][CH:12]=1)[N:9]([C:13]([O:15][C:16]([CH3:19])([CH3:18])[CH3:17])=[O:14])[C:8]([CH3:21])([CH3:20])[CH:7]=[C:6]2[CH3:22].C1(P(C2C=CC=CC=2)C2C=CC=CC=2)C=CC=CC=1.BrN1C(=O)CCC1=O.[C:50]1([CH3:59])[CH:55]=[CH:54][C:53]([S:56]([O-:58])=[O:57])=[CH:52][CH:51]=1.[Na+].S([O-])([O-])(=O)=S.[Na+].[Na+]. The catalyst is [I-].C([N+](CCCC)(CCCC)CCCC)CCC.O1CCCC1. The product is [CH3:20][C:8]1([CH3:21])[CH:7]=[C:6]([CH3:22])[C:5]2[C:10](=[CH:11][CH:12]=[C:3]([CH2:2][S:56]([C:53]3[CH:54]=[CH:55][C:50]([CH3:59])=[CH:51][CH:52]=3)(=[O:58])=[O:57])[CH:4]=2)[N:9]1[C:13]([O:15][C:16]([CH3:18])([CH3:19])[CH3:17])=[O:14]. The yield is 0.830. (4) The reactants are [C:1]([C:5]1[CH:15]=[C:14]([S:16](/[CH:19]=[CH:20]/[C:21]#[N:22])(=[O:18])=[O:17])[CH:13]=[CH:12][C:6]=1[O:7][CH2:8][C:9](O)=[O:10])([CH3:4])([CH3:3])[CH3:2].Cl.CN(C)CCCN=C=NCC.ON1C2C=CC=CC=2N=N1.[F:45][C:46]1[CH:53]=[CH:52][C:49]([CH2:50][NH2:51])=[CH:48][CH:47]=1. The catalyst is C(#N)C. The product is [C:1]([C:5]1[CH:15]=[C:14]([S:16](/[CH:19]=[CH:20]/[C:21]#[N:22])(=[O:18])=[O:17])[CH:13]=[CH:12][C:6]=1[O:7][CH2:8][C:9]([NH:51][CH2:50][C:49]1[CH:52]=[CH:53][C:46]([F:45])=[CH:47][CH:48]=1)=[O:10])([CH3:3])([CH3:2])[CH3:4]. The yield is 0.460. (5) The product is [F:1][C:2]1[CH:38]=[CH:37][C:5]([CH2:6][N:7]2[C:16](=[O:17])[C:15]([C:18]3[NH:23][C:22]4[CH:24]=[CH:25][C:26]([N:28]([CH3:40])[S:29]([CH3:32])(=[O:31])=[O:30])=[CH:27][C:21]=4[S:20](=[O:33])(=[O:34])[N:19]=3)=[C:14]([OH:35])[C@H:13]3[C@@H:8]2[C@H:9]2[CH2:36][C@@H:12]3[CH2:11][CH2:10]2)=[CH:4][C:3]=1[CH3:39]. The reactants are [F:1][C:2]1[CH:38]=[CH:37][C:5]([CH2:6][N:7]2[C:16](=[O:17])[C:15]([C:18]3[NH:23][C:22]4[CH:24]=[CH:25][C:26]([NH:28][S:29]([CH3:32])(=[O:31])=[O:30])=[CH:27][C:21]=4[S:20](=[O:34])(=[O:33])[N:19]=3)=[C:14]([OH:35])[C@H:13]3[C@@H:8]2[C@H:9]2[CH2:36][C@@H:12]3[CH2:11][CH2:10]2)=[CH:4][C:3]=1[CH3:39].[C:40](=O)([O-])[O-].[K+].[K+].IC. The yield is 0.960. The catalyst is CN(C)C=O.